Dataset: NCI-60 drug combinations with 297,098 pairs across 59 cell lines. Task: Regression. Given two drug SMILES strings and cell line genomic features, predict the synergy score measuring deviation from expected non-interaction effect. (1) Drug 1: C1=CN(C(=O)N=C1N)C2C(C(C(O2)CO)O)O.Cl. Drug 2: CC1CCC2CC(C(=CC=CC=CC(CC(C(=O)C(C(C(=CC(C(=O)CC(OC(=O)C3CCCCN3C(=O)C(=O)C1(O2)O)C(C)CC4CCC(C(C4)OC)OCCO)C)C)O)OC)C)C)C)OC. Cell line: T-47D. Synergy scores: CSS=22.3, Synergy_ZIP=-2.12, Synergy_Bliss=-1.02, Synergy_Loewe=-1.38, Synergy_HSA=1.53. (2) Drug 1: CCC1=CC2CC(C3=C(CN(C2)C1)C4=CC=CC=C4N3)(C5=C(C=C6C(=C5)C78CCN9C7C(C=CC9)(C(C(C8N6C)(C(=O)OC)O)OC(=O)C)CC)OC)C(=O)OC.C(C(C(=O)O)O)(C(=O)O)O. Drug 2: CN(C)C1=NC(=NC(=N1)N(C)C)N(C)C. Cell line: OVCAR-5. Synergy scores: CSS=44.3, Synergy_ZIP=0.980, Synergy_Bliss=2.99, Synergy_Loewe=-55.2, Synergy_HSA=0.231.